Dataset: Full USPTO retrosynthesis dataset with 1.9M reactions from patents (1976-2016). Task: Predict the reactants needed to synthesize the given product. (1) Given the product [ClH:53].[CH2:1]([O:8][CH2:9][CH2:10][CH2:11][O:12][C:13]1[CH:14]=[CH:15][C:16]([CH:19]2[CH2:24][CH2:23][NH:22][CH2:21][CH:20]2[O:32][CH2:33][C:34]2[CH:35]=[C:36]3[C:41](=[CH:42][CH:43]=2)[CH:40]=[C:39]([O:44][CH2:45][CH2:46][N:47]2[CH2:48][CH2:49][O:50][CH2:51][CH2:52]2)[CH:38]=[CH:37]3)=[CH:17][CH:18]=1)[C:2]1[CH:3]=[CH:4][CH:5]=[CH:6][CH:7]=1, predict the reactants needed to synthesize it. The reactants are: [CH2:1]([O:8][CH2:9][CH2:10][CH2:11][O:12][C:13]1[CH:18]=[CH:17][C:16]([CH:19]2[CH2:24][CH2:23][N:22](C(OC(C)(C)C)=O)[CH2:21][CH:20]2[O:32][CH2:33][C:34]2[CH:43]=[CH:42][C:41]3[C:36](=[CH:37][CH:38]=[C:39]([O:44][CH2:45][CH2:46][N:47]4[CH2:52][CH2:51][O:50][CH2:49][CH2:48]4)[CH:40]=3)[CH:35]=2)=[CH:15][CH:14]=1)[C:2]1[CH:7]=[CH:6][CH:5]=[CH:4][CH:3]=1.[ClH:53]. (2) Given the product [CH2:24]([O:23][C:22]([C:2]1[C:6]2=[N:7][CH:8]=[CH:9][C:10]([O:11][CH3:12])=[C:5]2[N:4]([CH2:13][CH2:14][O:15][CH3:16])[CH:3]=1)=[O:26])[CH3:25], predict the reactants needed to synthesize it. The reactants are: I[C:2]1[C:6]2=[N:7][CH:8]=[CH:9][C:10]([O:11][CH3:12])=[C:5]2[N:4]([CH2:13][CH2:14][O:15][CH3:16])[CH:3]=1.[Li]CCCC.[C:22](=O)([O:26]CC)[O:23][CH2:24][CH3:25].[NH4+].[Cl-].